From a dataset of Forward reaction prediction with 1.9M reactions from USPTO patents (1976-2016). Predict the product of the given reaction. (1) Given the reactants Br[C:2]1[CH:7]=[CH:6][C:5]([C@@H:8]([CH3:40])[CH2:9][O:10][C:11]([NH:13][C:14]2[CH:15]=[C:16]([F:39])[C:17]([O:33][C@@H:34]3[CH2:38][CH2:37][O:36][CH2:35]3)=[C:18]([CH:32]=2)[CH2:19][N:20]([CH3:31])[C:21](=[O:30])[O:22][CH2:23][C:24]2[CH:29]=[CH:28][CH:27]=[CH:26][CH:25]=2)=[O:12])=[C:4]([CH3:41])[CH:3]=1.CC1(C)C[O:47][B:46](B2OCC(C)(C)CO2)[O:45]C1.CC([O-])=O.[K+], predict the reaction product. The product is: [CH2:23]([O:22][C:21]([N:20]([CH2:19][C:18]1[CH:32]=[C:14]([NH:13][C:11]([O:10][CH2:9][C@@H:8]([C:5]2[CH:6]=[CH:7][C:2]([B:46]([OH:47])[OH:45])=[CH:3][C:4]=2[CH3:41])[CH3:40])=[O:12])[CH:15]=[C:16]([F:39])[C:17]=1[O:33][C@@H:34]1[CH2:38][CH2:37][O:36][CH2:35]1)[CH3:31])=[O:30])[C:24]1[CH:29]=[CH:28][CH:27]=[CH:26][CH:25]=1. (2) Given the reactants [CH2:1]([O:4][C:5]([O:7][CH2:8][C:9]1[CH:26]=[CH:25][CH:24]=[CH:23][C:10]=1[C:11]([O:13]CC1C=CC(OC)=CC=1)=[O:12])=[O:6])[CH:2]=[CH2:3].C1(OC)C=CC=CC=1, predict the reaction product. The product is: [CH2:1]([O:4][C:5]([O:7][CH2:8][C:9]1[CH:26]=[CH:25][CH:24]=[CH:23][C:10]=1[C:11]([OH:13])=[O:12])=[O:6])[CH:2]=[CH2:3]. (3) Given the reactants [N+:1]([C:4]1[CH:5]=[C:6](B(O)O)[CH:7]=[CH:8][CH:9]=1)([O-:3])=[O:2].C(=O)([O-])[O-].[Na+].[Na+].C(COC)OC.[Cl:25][C:26]1[N:31]=[C:30](Cl)[CH:29]=[CH:28][N:27]=1, predict the reaction product. The product is: [Cl:25][C:26]1[N:31]=[C:30]([C:6]2[CH:7]=[CH:8][CH:9]=[C:4]([N+:1]([O-:3])=[O:2])[CH:5]=2)[CH:29]=[CH:28][N:27]=1.